This data is from Reaction yield outcomes from USPTO patents with 853,638 reactions. The task is: Predict the reaction yield, written as a fraction of the theoretical maximum amount of product (1.0 means a 100% yield; for example, 0.34 means a 34% yield). (1) The reactants are [Cl:1][C:2]1[CH:10]=[C:9]2[C:5](/[C:6](=[CH:20]/[C:21]3[CH:26]=[CH:25][CH:24]=[C:23]([Cl:27])[CH:22]=3)/[C:7](=[O:19])[N:8]2[CH2:11][O:12][CH2:13][CH2:14][Si](C)(C)C)=[CH:4][CH:3]=1.[CH2:28]=[C:29]([CH:32]=[N:33][C:34]([O:36][Si:37]([CH3:40])([CH3:39])[CH3:38])=[CH2:35])[CH2:30][CH3:31]. The catalyst is C1(C)C=CC=CC=1. The product is [Cl:1][C:2]1[CH:10]=[C:9]2[NH:8][C:7](=[O:19])[C:6]3([CH:20]([C:21]4[CH:26]=[CH:25][CH:24]=[C:23]([Cl:27])[CH:22]=4)[CH2:35][C:34](=[O:36])[NH:33][CH:32]3[C:29](=[CH2:28])[CH2:30][CH3:31])[C:5]2=[CH:4][CH:3]=1.[CH3:11][O:12][CH:13]([Si:37]([CH3:38])([CH3:39])[CH3:40])[CH3:14]. The yield is 0.900. (2) The product is [CH2:1]([NH:17][S:18]([NH2:21])(=[O:20])=[O:19])[CH2:2][CH2:3][CH2:4][CH2:5][CH2:6][CH2:7][CH2:8][CH2:9][CH2:10][CH2:11][CH2:12][CH2:13][CH2:14][CH2:15][CH3:16]. The reactants are [CH2:1]([NH2:17])[CH2:2][CH2:3][CH2:4][CH2:5][CH2:6][CH2:7][CH2:8][CH2:9][CH2:10][CH2:11][CH2:12][CH2:13][CH2:14][CH2:15][CH3:16].[S:18](N)([NH2:21])(=[O:20])=[O:19]. The yield is 0.160. No catalyst specified.